Dataset: Forward reaction prediction with 1.9M reactions from USPTO patents (1976-2016). Task: Predict the product of the given reaction. (1) Given the reactants [OH:1][C:2]1([C@@H:8]2[CH2:13][C@H:12]([NH:14][CH2:15][CH:16]([CH3:18])[CH3:17])[CH2:11][N:10](C(OC(C)(C)C)=O)[CH2:9]2)[CH2:7][CH2:6][CH2:5][CH2:4][CH2:3]1.C(N(CC)C(C)C)(C)C.[C:35]([C:39]1[N:44]=[C:43]([NH:45][CH2:46][CH2:47][CH2:48][O:49][CH3:50])[C:42]([C:51]([Cl:53])=[O:52])=[CH:41][N:40]=1)([CH3:38])([CH3:37])[CH3:36], predict the reaction product. The product is: [ClH:53].[ClH:53].[C:35]([C:39]1[N:44]=[C:43]([NH:45][CH2:46][CH2:47][CH2:48][O:49][CH3:50])[C:42]([C:51]([N:14]([C@H:12]2[CH2:13][C@@H:8]([C:2]3([OH:1])[CH2:3][CH2:4][CH2:5][CH2:6][CH2:7]3)[CH2:9][NH:10][CH2:11]2)[CH2:15][CH:16]([CH3:17])[CH3:18])=[O:52])=[CH:41][N:40]=1)([CH3:38])([CH3:36])[CH3:37]. (2) Given the reactants C(OC([N:8]1[CH2:13][CH2:12][N:11]([C:14]2[C:15]3[C:30]([O:31][CH3:32])=[CH:29][N:28]=[CH:27][C:16]=3[N:17]=[C:18]([C:20]3[CH:25]=[CH:24][N:23]=[C:22](Cl)[CH:21]=3)[N:19]=2)[CH2:10][CH2:9]1)=O)(C)(C)C.[F:33][C:34]1[CH:39]=[CH:38][CH:37]=[C:36]([F:40])[C:35]=1[NH2:41], predict the reaction product. The product is: [F:33][C:34]1[CH:39]=[CH:38][CH:37]=[C:36]([F:40])[C:35]=1[NH:41][C:22]1[CH:21]=[C:20]([C:18]2[N:19]=[C:14]([N:11]3[CH2:12][CH2:13][NH:8][CH2:9][CH2:10]3)[C:15]3[C:30]([O:31][CH3:32])=[CH:29][N:28]=[CH:27][C:16]=3[N:17]=2)[CH:25]=[CH:24][N:23]=1. (3) Given the reactants [CH2:1](OC(=NOCCN(C)C[C@H]1O[C@@H](N2C3N=CN=C(N)C=3N=C2C)[C@H](O)[C@@H]1O)C)C.[C:31]([CH2:36][CH2:37][N:38]([CH3:58])[CH2:39][C@H:40]1[O:44][C@@H:43]([N:45]2[C:54]3[N:53]=[CH:52][N:51]=[C:49]([NH2:50])[C:48]=3[N:47]=[C:46]2[CH3:55])[C@H:42]([OH:56])[C@@H:41]1[OH:57])([O:33][CH2:34][CH3:35])=[O:32].CNC[C@H]1O[C@@H](N2C3N=CN=C(N)C=3N=C2CC)[C@H](O)[C@@H]1O.ClCCC(OCC)=O.CCN(C(C)C)C(C)C, predict the reaction product. The product is: [C:31]([CH2:36][CH2:37][N:38]([CH3:58])[CH2:39][C@H:40]1[O:44][C@@H:43]([N:45]2[C:54]3[N:53]=[CH:52][N:51]=[C:49]([NH2:50])[C:48]=3[N:47]=[C:46]2[CH2:55][CH3:1])[C@H:42]([OH:56])[C@@H:41]1[OH:57])([O:33][CH2:34][CH3:35])=[O:32].